The task is: Predict the reaction yield, written as a fraction of the theoretical maximum amount of product (1.0 means a 100% yield; for example, 0.34 means a 34% yield).. This data is from Reaction yield outcomes from USPTO patents with 853,638 reactions. (1) The reactants are N1CCCCC1.C1C2C(COC(=O)[NH:23][C@H:24]([C:44]([OH:46])=[O:45])[CH2:25][CH2:26][CH2:27][CH2:28][N:29]([CH2:38][C:39]3[S:40][CH:41]=[CH:42][N:43]=3)[CH2:30][C:31](=[O:37])[O:32][C:33]([CH3:36])([CH3:35])[CH3:34])C3C(=CC=CC=3)C=2C=CC=1. The catalyst is CN(C=O)C. The product is [NH2:23][C@@H:24]([CH2:25][CH2:26][CH2:27][CH2:28][N:29]([CH2:30][C:31]([O:32][C:33]([CH3:36])([CH3:35])[CH3:34])=[O:37])[CH2:38][C:39]1[S:40][CH:41]=[CH:42][N:43]=1)[C:44]([OH:46])=[O:45]. The yield is 0.350. (2) The reactants are [NH2:1][C:2]1[CH:3]=[C:4]([CH:8]=[CH:9][C:10]=1[CH3:11])[C:5]([OH:7])=O.[NH:12]1[CH2:18][CH2:17][CH2:16][CH:15]([C:19]2[CH:26]=[CH:25][C:22]([C:23]#[N:24])=[CH:21][CH:20]=2)[CH2:14][CH2:13]1.OC1C2N=NNC=2C=CC=1.C(N=C=NCCCN(C)C)C.C(N(CC)C(C)C)(C)C. The catalyst is C(OCC)(=O)C.CN(C=O)C. The product is [NH2:1][C:2]1[CH:3]=[C:4]([CH:8]=[CH:9][C:10]=1[CH3:11])[C:5]([N:12]1[CH2:18][CH2:17][CH2:16][CH:15]([C:19]2[CH:20]=[CH:21][C:22]([C:23]#[N:24])=[CH:25][CH:26]=2)[CH2:14][CH2:13]1)=[O:7]. The yield is 0.740. (3) The reactants are [F:1][C:2]1[CH:7]=[C:6]([F:8])[CH:5]=[CH:4][C:3]=1[C:9]1[C:17]2[O:16][CH:15]([CH2:18][N:19]=[N+]=[N-])[CH2:14][C:13]=2[CH:12]=[CH:11][CH:10]=1. The catalyst is [Pd]. The product is [F:1][C:2]1[CH:7]=[C:6]([F:8])[CH:5]=[CH:4][C:3]=1[C:9]1[C:17]2[O:16][CH:15]([CH2:18][NH2:19])[CH2:14][C:13]=2[CH:12]=[CH:11][CH:10]=1. The yield is 0.760. (4) The reactants are C[Si]([C:5]#[N:6])(C)C.[NH2:7][C:8]1[CH:13]=[CH:12][C:11]([CH2:14][C:15]([OH:17])=[O:16])=[CH:10][CH:9]=1.[C:18]1(=O)[CH2:21][CH2:20][CH2:19]1. The catalyst is O1CCOCC1. The product is [C:5]([C:18]1([NH:7][C:8]2[CH:9]=[CH:10][C:11]([CH2:14][C:15]([OH:17])=[O:16])=[CH:12][CH:13]=2)[CH2:21][CH2:20][CH2:19]1)#[N:6]. The yield is 0.990. (5) The reactants are [F:1][C:2]([F:17])([C:6]1[CH:11]=[CH:10][CH:9]=[CH:8][C:7]=1[O:12][CH2:13][CH2:14][O:15][CH3:16])[C:3]([OH:5])=O.P(Cl)(Cl)(Cl)=O.Cl.[NH2:24][CH2:25][C:26]1[CH:27]=[C:28]2[C:32](=[CH:33][CH:34]=1)[C:31](=[O:35])[N:30]([CH:36]1[CH2:41][CH2:40][C:39](=[O:42])[NH:38][C:37]1=[O:43])[CH2:29]2.C(=O)(O)[O-].[Na+]. The catalyst is N1C=CC=CC=1. The product is [O:43]=[C:37]1[CH:36]([N:30]2[CH2:29][C:28]3[C:32](=[CH:33][CH:34]=[C:26]([CH2:25][NH:24][C:3](=[O:5])[C:2]([F:1])([F:17])[C:6]4[CH:11]=[CH:10][CH:9]=[CH:8][C:7]=4[O:12][CH2:13][CH2:14][O:15][CH3:16])[CH:27]=3)[C:31]2=[O:35])[CH2:41][CH2:40][C:39](=[O:42])[NH:38]1. The yield is 0.120. (6) The reactants are [CH:1]([C:4]1[CH:23]=[CH:22][C:7]([CH2:8][C:9]2[C:19]([CH3:20])=[CH:18][C:17]([CH3:21])=[CH:16][C:10]=2[O:11][CH2:12][C:13]([OH:15])=O)=[CH:6][CH:5]=1)([CH3:3])[CH3:2].C(Cl)(=O)C(Cl)=O.[CH3:30][CH:31]1[NH:33][CH2:32]1.C(N(CC)CC)C. The catalyst is C1COCC1.CN(C=O)C.O. The product is [CH:1]([C:4]1[CH:23]=[CH:22][C:7]([CH2:8][C:9]2[C:19]([CH3:20])=[CH:18][C:17]([CH3:21])=[CH:16][C:10]=2[O:11][CH2:12][C:13]([N:33]2[CH2:32][CH:31]2[CH3:30])=[O:15])=[CH:6][CH:5]=1)([CH3:2])[CH3:3]. The yield is 0.990. (7) The reactants are [Li+].[Cl-].C1COCC1.[I:8][C:9]1[N:10]=[C:11]([C@@H:15]2[CH2:19][C@@H:18]([CH3:20])[CH2:17][N:16]2[C:21]([O:23][C:24]([CH3:27])([CH3:26])[CH3:25])=[O:22])[NH:12][C:13]=1I.C[Mg]Cl.C([Mg]Cl)(C)C.[NH4+].[Cl-]. No catalyst specified. The product is [I:8][C:9]1[N:10]=[C:11]([C@@H:15]2[CH2:19][C@@H:18]([CH3:20])[CH2:17][N:16]2[C:21]([O:23][C:24]([CH3:25])([CH3:27])[CH3:26])=[O:22])[NH:12][CH:13]=1. The yield is 0.613.